Dataset: Reaction yield outcomes from USPTO patents with 853,638 reactions. Task: Predict the reaction yield, written as a fraction of the theoretical maximum amount of product (1.0 means a 100% yield; for example, 0.34 means a 34% yield). (1) The reactants are [CH2:1]([O:3][P:4]([CH2:9][CH2:10][C:11]([CH3:28])=[CH:12][CH2:13][C:14]1[C:15]([OH:27])=[C:16]2[C:20](=[C:21]([CH3:25])[C:22]=1[O:23][CH3:24])[CH2:19][O:18][C:17]2=[O:26])(=[O:8])[O:5]CC)[CH3:2].[Li+].[OH-].CO.Cl. The catalyst is [Cl-].[Na+].O.O. The product is [CH2:1]([O:3][P:4]([CH2:9][CH2:10][C:11]([CH3:28])=[CH:12][CH2:13][C:14]1[C:15]([OH:27])=[C:16]2[C:20](=[C:21]([CH3:25])[C:22]=1[O:23][CH3:24])[CH2:19][O:18][C:17]2=[O:26])(=[O:5])[OH:8])[CH3:2]. The yield is 0.280. (2) The reactants are CC(N(C)C)=[O:3].O=O.[CH2:9]([CH:12]1[CH2:17][CH2:16][CH2:15][CH2:14][C:13]1=[O:18])[CH:10]=[CH2:11]. The catalyst is [Pd](Cl)Cl.O.C(O[Cu]OC(=O)C)(=O)C.O. The product is [O:3]=[C:10]([CH3:11])[CH2:9][CH:12]1[CH2:17][CH2:16][CH2:15][CH2:14][C:13]1=[O:18]. The yield is 0.507. (3) The reactants are Br[C:2]1[CH:3]=[C:4]2[C:9](=[CH:10][CH:11]=1)[N:8]=[CH:7][C:6]([C:12](=[O:16])[CH2:13][CH2:14][CH3:15])=[C:5]2[NH:17][C:18]1[CH:23]=[CH:22][C:21]([CH2:24][N:25]([CH3:27])[CH3:26])=[CH:20][CH:19]=1.[Cl:28][C:29]1[CH:34]=[C:33](B2OC(C)(C)C(C)(C)O2)[CH:32]=[C:31]([F:44])[C:30]=1[OH:45]. No catalyst specified. The product is [Cl:28][C:29]1[CH:34]=[C:33]([C:2]2[CH:3]=[C:4]3[C:9](=[CH:10][CH:11]=2)[N:8]=[CH:7][C:6]([C:12](=[O:16])[CH2:13][CH2:14][CH3:15])=[C:5]3[NH:17][C:18]2[CH:23]=[CH:22][C:21]([CH2:24][N:25]([CH3:26])[CH3:27])=[CH:20][CH:19]=2)[CH:32]=[C:31]([F:44])[C:30]=1[OH:45]. The yield is 0.630. (4) The reactants are Cl[C:2]1[CH:7]=[C:6]([O:8][C:9]2[C:15]([F:16])=[CH:14][C:12]([NH2:13])=[CH:11][C:10]=2[F:17])[CH:5]=[CH:4][N:3]=1.[CH3:18][N:19]1[CH:23]=[C:22](B2OC(C)(C)C(C)(C)O2)[CH:21]=[N:20]1.P([O-])([O-])([O-])=O.[K+].[K+].[K+]. The catalyst is CN(C)C=O.O.[Pd].C1(P(C2C=CC=CC=2)C2C=CC=CC=2)C=CC=CC=1.C1(P(C2C=CC=CC=2)C2C=CC=CC=2)C=CC=CC=1.C1(P(C2C=CC=CC=2)C2C=CC=CC=2)C=CC=CC=1.C1(P(C2C=CC=CC=2)C2C=CC=CC=2)C=CC=CC=1. The product is [F:17][C:10]1[CH:11]=[C:12]([CH:14]=[C:15]([F:16])[C:9]=1[O:8][C:6]1[CH:5]=[CH:4][N:3]=[C:2]([C:22]2[CH:21]=[N:20][N:19]([CH3:18])[CH:23]=2)[CH:7]=1)[NH2:13]. The yield is 0.740. (5) The reactants are F[C:2]1[CH:11]=[C:10]([F:12])[CH:9]=[CH:8][C:3]=1[C:4]([O:6][CH3:7])=[O:5].[CH3:13][O-:14].[Na+]. The catalyst is O1CCOCC1.O. The product is [F:12][C:10]1[CH:9]=[CH:8][C:3]([C:4]([O:6][CH3:7])=[O:5])=[C:2]([O:14][CH3:13])[CH:11]=1. The yield is 0.920.